Dataset: Catalyst prediction with 721,799 reactions and 888 catalyst types from USPTO. Task: Predict which catalyst facilitates the given reaction. (1) Reactant: [OH:1][C@H:2]1[C:6]2[N:7]=[CH:8][N:9]=[C:10]([N:11]3[CH2:16][CH2:15][N:14](C(OC(C)(C)C)=O)[CH2:13][C@@H:12]3[CH3:24])[C:5]=2[C@H:4]([CH3:25])[CH2:3]1.[ClH:26]. Product: [ClH:26].[ClH:26].[CH3:25][C@H:4]1[C:5]2[C:10]([N:11]3[CH2:16][CH2:15][NH:14][CH2:13][C@@H:12]3[CH3:24])=[N:9][CH:8]=[N:7][C:6]=2[C@H:2]([OH:1])[CH2:3]1. The catalyst class is: 2. (2) Reactant: ON1[C:6]2[CH:7]=[CH:8][CH:9]=[CH:10][C:5]=2N=N1.N.CN(C)[CH2:14][CH2:15][CH2:16][N:17]=[C:18]=[N:19][CH2:20][CH3:21].[CH2:23](Cl)Cl.C[N:27](C)[CH:28]=[O:29]. Product: [C:5]1([C:20]2[N:19]=[C:18]3[C:23]([C:28]([NH2:27])=[O:29])=[CH:14][CH:15]=[CH:16][N:17]3[CH:21]=2)[CH:10]=[CH:9][CH:8]=[CH:7][CH:6]=1. The catalyst class is: 12.